Dataset: Catalyst prediction with 721,799 reactions and 888 catalyst types from USPTO. Task: Predict which catalyst facilitates the given reaction. (1) Reactant: [OH:1][C:2]1[CH:11]=[CH:10][C:5]([C:6]([O:8][CH3:9])=[O:7])=[CH:4][CH:3]=1.[CH3:12][N:13]([CH3:18])[CH2:14][CH2:15][CH2:16]O.C1(P(C2C=CC=CC=2)C2C=CC=CC=2)C=CC=CC=1.N(C(OC(C)C)=O)=NC(OC(C)C)=O. Product: [CH3:12][N:13]([CH2:14][CH2:15][CH2:16][O:1][C:2]1[CH:3]=[CH:4][C:5]([C:6]([O:8][CH3:9])=[O:7])=[CH:10][CH:11]=1)[CH3:18]. The catalyst class is: 1. (2) Reactant: C[O:2][C:3](=[O:21])[CH2:4][CH2:5][CH2:6][CH2:7][C:8]1[O:9][C:10]([CH3:20])=[C:11]([C:13]2[CH:18]=[CH:17][CH:16]=[CH:15][C:14]=2[OH:19])[N:12]=1.C1COCC1.[OH-].[Na+]. Product: [OH:19][C:14]1[CH:15]=[CH:16][CH:17]=[CH:18][C:13]=1[C:11]1[N:12]=[C:8]([CH2:7][CH2:6][CH2:5][CH2:4][C:3]([OH:21])=[O:2])[O:9][C:10]=1[CH3:20]. The catalyst class is: 14. (3) Reactant: [N:1]1[CH:6]=[CH:5][C:4]([CH2:7][CH2:8][CH2:9][OH:10])=[CH:3][CH:2]=1.C(N(CC)CC)C.C1C(=O)N(OC(ON2C(=O)CCC2=O)=O)[C:20](=[O:21])C1.Cl.[C:37]12([CH2:47][CH2:48][NH:49][CH2:50][CH2:51][CH2:52][CH2:53][CH3:54])[CH2:46][CH:41]3[CH2:42][CH:43]([CH2:45][CH:39]([CH2:40]3)[CH2:38]1)[CH2:44]2. Product: [C:37]12([CH2:47][CH2:48][N:49]([CH2:50][CH2:51][CH2:52][CH2:53][CH3:54])[C:20](=[O:21])[O:10][CH2:9][CH2:8][CH2:7][C:4]3[CH:5]=[CH:6][N:1]=[CH:2][CH:3]=3)[CH2:44][CH:43]3[CH2:42][CH:41]([CH2:40][CH:39]([CH2:45]3)[CH2:38]1)[CH2:46]2. The catalyst class is: 291. (4) Reactant: C(C1OC[C@H](C(C)(C)C)N=1)(C1OC[C@H](C(C)(C)C)N=1)(C)C.[Cl:22][C:23]([F:25])=[CH2:24].[N+](=[CH:28][C:29]([O:31][CH2:32][CH3:33])=[O:30])=[N-]. The catalyst class is: 244. Product: [Cl:22][C:23]1([F:25])[CH2:24][CH:28]1[C:29]([O:31][CH2:32][CH3:33])=[O:30]. (5) Reactant: Cl.Cl.[CH:3]([C@:6]1([C:12]([N:14]2[CH2:19][CH2:18][N:17]([C:20]3[N:25]=[C:24]([C:26]([F:29])([F:28])[F:27])[CH:23]=[CH:22][N:21]=3)[CH2:16][CH2:15]2)=[O:13])[CH2:10][CH2:9][C@@H:8]([NH2:11])[CH2:7]1)([CH3:5])[CH3:4].[CH3:30][O:31][CH:32]1[C:37](=O)[CH2:36][CH2:35][O:34][CH2:33]1.C(N(CC)CC)C.C(O[BH-](OC(=O)C)OC(=O)C)(=O)C.[Na+]. Product: [CH:3]([C@:6]1([C:12]([N:14]2[CH2:19][CH2:18][N:17]([C:20]3[N:25]=[C:24]([C:26]([F:27])([F:28])[F:29])[CH:23]=[CH:22][N:21]=3)[CH2:16][CH2:15]2)=[O:13])[CH2:10][CH2:9][C@@H:8]([NH:11][CH:37]2[CH2:36][CH2:35][O:34][CH2:33][CH:32]2[O:31][CH3:30])[CH2:7]1)([CH3:5])[CH3:4]. The catalyst class is: 2.